Dataset: Experimentally validated miRNA-target interactions with 360,000+ pairs, plus equal number of negative samples. Task: Binary Classification. Given a miRNA mature sequence and a target amino acid sequence, predict their likelihood of interaction. (1) The protein sequence of the target gene is MESFDADTNSTDLHSRPLFQPQDIASMVILGLTCLLGLLGNGLVLWVAGVKMKTTVNTVWFLHLTLADFLCCLSLPFSLAHLILQGHWPYGLFLCKLIPSIIILNMFASVFLLTAISLDRCLIVHKPIWCQNHRNVRTAFAICGCVWVVAFVMCVPVFVYRDLFIMDNRSICRYNFDSSRSYDYWDYVYKLSLPESNSTDNSTAQLTGHMNDRSAPSSVQARDYFWTVTTALQSQPFLTSPEDSFSLDSANQQPHYGGKPPNVLTAAVPSGFPVEDRKSNTLNADAFLSAHTELFPTASS.... Result: 0 (no interaction). The miRNA is hsa-miR-1268b with sequence CGGGCGUGGUGGUGGGGGUG. (2) The miRNA is hsa-miR-432-3p with sequence CUGGAUGGCUCCUCCAUGUCU. The protein sequence of the target gene is MSLSPKHTTPFSVSDILSPIEETYKKFSGAMDGAPPGLGAPLGAAAAYRAPPPGPSSQAATVAGMQPSHAMAGHNAAAAAAAAAAAAAAAATYHMPPGVSQFPHGAMGSYCNGGLGNMGELPAYTDGMRGGAATGWYGANPDPRYSSISRFMGPSAGVNVAGMGSLTGIADAAKSLGPLHAAAAAAAPRRKRRVLFSQAQVYELERRFKQQKYLSAPEREHLASMIHLTPTQVKIWFQNHRYKMKRQAKDKAAQQLQQEGGLGPPPPPPPSPRRVAVPVLVKDGKPCQNGASTPTPGQAG.... Result: 0 (no interaction). (3) The miRNA is cel-miR-50-5p with sequence UGAUAUGUCUGGUAUUCUUGGGUU. The protein sequence of the target gene is MMPMILTVFLSNNEQILTEVPITPETTCRDVVEFCKEPGEGGCHLAEVWRGSERPIPYDHMMYEHLQKWGPRREEVKFFLRHEDSPTESSEQGARQTQEQRTQRSVVNVPGEKRTENGVGNPRVELTLSELQDMAARQQQQIENQQQMLVAKEQRLHFLKQQERRQQQSVSENEKLQKLKERVEAQENKLKKIRAMRGQVDYSKIMNGNLSAEIERFSAMFQEKKQEVQTAILRVDQLSQQLEDLKKGKLNGFQSYNGRLTGPAAVELKRLYQELQIRNQLNQEQNSKLQQQKELLNKRN.... Result: 0 (no interaction). (4) The protein sequence of the target gene is MPALRPLLPLLLLLRLTSGAGLLPGLGSHPGVCPNQLSPNLWVDAQSTCERECSRDQDCAAAEKCCINVCGLHSCVAARFPGSPAAPTTAASCEGFVCPQQGSDCDIWDGQPVCRCRDRCEKEPSFTCASDGLTYYNRCYMDAEACLRGLHLHIVPCKHVLSWPPSSPGPPETTARPTPGAAPVPPALYSSPSPQAVQVGGTASLHCDVSGRPPPAVTWEKQSHQRENLIMRPDQMYGNVVVTSIGQLVLYNARPEDAGLYTCTARNAAGLLRADFPLSVVQREPARDAAPSIPAPAECL.... Result: 0 (no interaction). The miRNA is mmu-miR-151-3p with sequence CUAGACUGAGGCUCCUUGAGG.